Dataset: Forward reaction prediction with 1.9M reactions from USPTO patents (1976-2016). Task: Predict the product of the given reaction. (1) Given the reactants [CH3:1][O:2][C:3]1[N:8]=[CH:7][N:6]=[C:5]([CH2:9][N:10]2[C:18]3[C:13](=[N:14][CH:15]=[CH:16][CH:17]=3)[C:12]([NH2:19])=[CH:11]2)[C:4]=1[CH3:20].C(N(CC)CC)C.C(P1(=O)OP(CCC)(=O)OP(CCC)(=O)O1)CC.[CH:46]1([CH2:49][C:50](O)=[O:51])[CH2:48][CH2:47]1, predict the reaction product. The product is: [CH:46]1([CH2:49][C:50]([NH:19][C:12]2[C:13]3=[N:14][CH:15]=[CH:16][CH:17]=[C:18]3[N:10]([CH2:9][C:5]3[C:4]([CH3:20])=[C:3]([O:2][CH3:1])[N:8]=[CH:7][N:6]=3)[CH:11]=2)=[O:51])[CH2:48][CH2:47]1. (2) Given the reactants [CH:1]1([C:7]2[CH:12]=[CH:11][C:10]([OH:13])=[CH:9][CH:8]=2)[CH2:6][CH2:5][CH2:4][CH2:3][CH2:2]1.[CH2:14](Br)[CH:15]=[CH2:16].C(=O)([O-])[O-:19].[K+].[K+], predict the reaction product. The product is: [CH:1]1([C:7]2[CH:8]=[CH:9][C:10]([OH:13])=[C:11]([O:19][CH2:14][CH:15]=[CH2:16])[CH:12]=2)[CH2:2][CH2:3][CH2:4][CH2:5][CH2:6]1. (3) The product is: [I:11][C:8]1[C:4]2=[N:5][CH:6]=[CH:7][C:2]([CH3:1])=[C:3]2[NH:10][CH:9]=1. Given the reactants [CH3:1][C:2]1[CH:7]=[CH:6][N:5]=[C:4]2[CH:8]=[CH:9][NH:10][C:3]=12.[I:11]N1C(=O)CCC1=O, predict the reaction product. (4) The product is: [CH2:1]([NH:8][C:9](=[O:31])[N:10]([C:12]1[CH:13]=[C:14]([C:18]2[CH:23]=[CH:22][C:21]([CH2:24][CH2:25][C:26]([O:28][CH3:29])=[O:27])=[CH:20][C:19]=2[O:30][CH2:33][CH2:34][CH:35]([CH3:37])[CH3:36])[CH:15]=[CH:16][CH:17]=1)[CH3:11])[CH2:2][CH2:3][CH2:4][CH2:5][CH2:6][CH3:7]. Given the reactants [CH2:1]([NH:8][C:9](=[O:31])[N:10]([C:12]1[CH:13]=[C:14]([C:18]2[CH:23]=[CH:22][C:21]([CH2:24][CH2:25][C:26]([O:28][CH3:29])=[O:27])=[CH:20][C:19]=2[OH:30])[CH:15]=[CH:16][CH:17]=1)[CH3:11])[CH2:2][CH2:3][CH2:4][CH2:5][CH2:6][CH3:7].Br[CH2:33][CH2:34][CH:35]([CH3:37])[CH3:36].C(=O)([O-])[O-].[K+].[K+].[I-].[Na+], predict the reaction product. (5) Given the reactants [C:1](Cl)(=[O:3])[CH3:2].[N:5]1([C:25]2[CH:30]=[CH:29][CH:28]=[CH:27][N:26]=2)[CH2:10][CH2:9][CH:8]([C:11]2[N:20]3[C:14]([CH2:15][NH:16][CH2:17][C:18]4[CH:24]=[CH:23][CH:22]=[CH:21][C:19]=43)=[N:13][N:12]=2)[CH2:7][CH2:6]1, predict the reaction product. The product is: [N:5]1([C:25]2[CH:30]=[CH:29][CH:28]=[CH:27][N:26]=2)[CH2:10][CH2:9][CH:8]([C:11]2[N:20]3[C:14]([CH2:15][N:16]([C:1](=[O:3])[CH3:2])[CH2:17][C:18]4[CH:24]=[CH:23][CH:22]=[CH:21][C:19]=43)=[N:13][N:12]=2)[CH2:7][CH2:6]1. (6) Given the reactants Br[C:2]1[CH:7]=[CH:6][C:5]([C:8]([CH3:12])([CH3:11])[C:9]#[N:10])=[CH:4][C:3]=1[CH3:13].[Li]C(C)(C)C.C1C[O:22][CH2:21]C1, predict the reaction product. The product is: [CH:21]([C:2]1[CH:7]=[CH:6][C:5]([C:8]([CH3:12])([CH3:11])[C:9]#[N:10])=[CH:4][C:3]=1[CH3:13])=[O:22]. (7) Given the reactants [I-].[NH2:2][N+:3]1[CH:8]=[CH:7][C:6]([O:9][CH3:10])=[CH:5][CH:4]=1.C(=O)([O-])[O-].[K+].[K+].[C:17]([O:21][CH3:22])(=[O:20])[C:18]#[CH:19], predict the reaction product. The product is: [CH3:22][O:21][C:17]([C:18]1[CH:19]=[N:2][N:3]2[CH:8]=[CH:7][C:6]([O:9][CH3:10])=[CH:5][C:4]=12)=[O:20].